This data is from CYP2D6 inhibition data for predicting drug metabolism from PubChem BioAssay. The task is: Regression/Classification. Given a drug SMILES string, predict its absorption, distribution, metabolism, or excretion properties. Task type varies by dataset: regression for continuous measurements (e.g., permeability, clearance, half-life) or binary classification for categorical outcomes (e.g., BBB penetration, CYP inhibition). Dataset: cyp2d6_veith. (1) The compound is COc1cnc(-c2ccccn2)nc1Sc1c(Cl)cccc1Cl. The result is 0 (non-inhibitor). (2) The drug is NC(=O)OCC(COC(N)=O)c1ccccc1. The result is 1 (inhibitor). (3) The compound is Cn1cc(-c2nc3cnc(Oc4ccccc4)nc3n(C)c2=O)c2ccccc21. The result is 0 (non-inhibitor).